Dataset: Full USPTO retrosynthesis dataset with 1.9M reactions from patents (1976-2016). Task: Predict the reactants needed to synthesize the given product. (1) Given the product [O:16]1[C:20]2[CH:21]=[CH:22][CH:23]=[CH:24][C:19]=2[CH:18]=[C:17]1[S:25]([NH:1][C:2]1[CH:7]=[C:6]([Cl:8])[CH:5]=[CH:4][C:3]=1[S:9][CH2:10][CH2:11][C:12]([O:14][CH3:15])=[O:13])(=[O:27])=[O:26], predict the reactants needed to synthesize it. The reactants are: [NH2:1][C:2]1[CH:7]=[C:6]([Cl:8])[CH:5]=[CH:4][C:3]=1[S:9][CH2:10][CH2:11][C:12]([O:14][CH3:15])=[O:13].[O:16]1[C:20]2[CH:21]=[CH:22][CH:23]=[CH:24][C:19]=2[CH:18]=[C:17]1[S:25](Cl)(=[O:27])=[O:26]. (2) Given the product [ClH:13].[CH2:10]([O:12][C:8](=[NH:9])[CH2:1][C:2]1[CH:7]=[CH:6][CH:5]=[CH:4][CH:3]=1)[CH3:11], predict the reactants needed to synthesize it. The reactants are: [CH2:1]([C:8]#[N:9])[C:2]1[CH:7]=[CH:6][CH:5]=[CH:4][CH:3]=1.[CH2:10]([OH:12])[CH3:11].[ClH:13]. (3) Given the product [CH:24]1[C:23]2[NH:22][C:34]3[C:29](=[CH:30][CH:31]=[CH:32][CH:33]=3)[C:28]=2[CH:27]=[CH:26][CH:25]=1, predict the reactants needed to synthesize it. The reactants are: BrC1C=C(Br)C=C(Br)C=1.C(C1C=C(B(O)O)C=CC=1)=C.C[N:22]1[C:34]2[CH:33]=[CH:32][C:31](B3OC(C)(C)C(C)(C)O3)=[CH:30][C:29]=2[C:28]2[C:23]1=[CH:24][CH:25]=[CH:26][CH:27]=2.C(N1C2C=CC(B3OC(C)(C)C(C)(C)O3)=CC=2C2C1=CC=CC=2)C1C=CC=CC=1.[O-]P([O-])([O-])=O.[K+].[K+].[K+]. (4) Given the product [F:15][C:12]([F:13])([F:14])[C:8]1[N:7]=[C:6]2[C:11]([C:2]([OH:1])=[CH:3][CH:4]=[N:5]2)=[CH:10][CH:9]=1, predict the reactants needed to synthesize it. The reactants are: [OH:1][C:2]1[C:11]2[C:6](=[N:7][C:8]([C:12]([F:15])([F:14])[F:13])=[CH:9][CH:10]=2)[N:5]=[CH:4][C:3]=1C(O)=O. (5) Given the product [F:1][C:2]1[CH:7]=[CH:6][C:5]([C:8]2[C:9]([C:11]3[CH:16]=[CH:15][C:14]([F:17])=[CH:13][CH:12]=3)=[N:29][C:28]3[C:20](=[CH:21][C:22]([OH:30])=[C:23]([C:24]([OH:26])=[O:25])[CH:27]=3)[N:19]=2)=[CH:4][CH:3]=1, predict the reactants needed to synthesize it. The reactants are: [F:1][C:2]1[CH:7]=[CH:6][C:5]([C:8](=O)[C:9]([C:11]2[CH:16]=[CH:15][C:14]([F:17])=[CH:13][CH:12]=2)=O)=[CH:4][CH:3]=1.[NH2:19][C:20]1[C:28]([NH2:29])=[CH:27][C:23]([C:24]([OH:26])=[O:25])=[C:22]([OH:30])[CH:21]=1.O. (6) Given the product [F:26][CH:25]([F:27])[C:21]1[CH:20]=[C:19]([CH:24]=[CH:23][CH:22]=1)[O:47][C:44]1[CH:45]=[CH:46][C:41]([C:38]23[CH2:39][CH2:40][CH:35]([N:32]4[CH2:33][CH2:34][S:29](=[O:48])(=[O:28])[N:30]=[C:31]42)[CH2:36][CH2:37]3)=[CH:42][CH:43]=1, predict the reactants needed to synthesize it. The reactants are: N1C=CC=CC=1C(O)=O.P([O-])([O-])([O-])=O.[K+].[K+].[K+].Br[C:19]1[CH:24]=[CH:23][CH:22]=[C:21]([CH:25]([F:27])[F:26])[CH:20]=1.[O:28]=[S:29]1(=[O:48])[CH2:34][CH2:33][N:32]2[CH:35]3[CH2:40][CH2:39][C:38]([C:41]4[CH:46]=[CH:45][C:44]([OH:47])=[CH:43][CH:42]=4)([C:31]2=[N:30]1)[CH2:37][CH2:36]3. (7) Given the product [Cl:1][C:2]1[CH:7]=[C:6]([O:8][CH3:9])[CH:5]=[CH:4][C:3]=1[CH:10]([CH3:26])[C:11]([C:13]1[C:14]([F:25])=[CH:15][C:16]2[O:21][CH2:20][C:19](=[O:22])[N:18]([CH3:23])[C:17]=2[CH:24]=1)([OH:12])[C:28]([F:30])([F:29])[F:27], predict the reactants needed to synthesize it. The reactants are: [Cl:1][C:2]1[CH:7]=[C:6]([O:8][CH3:9])[CH:5]=[CH:4][C:3]=1[CH:10]([CH3:26])[C:11]([C:13]1[C:14]([F:25])=[CH:15][C:16]2[O:21][CH2:20][C:19](=[O:22])[N:18]([CH3:23])[C:17]=2[CH:24]=1)=[O:12].[F:27][C:28]([Si](C)(C)C)([F:30])[F:29].[F-].C[N+](C)(C)C. (8) Given the product [CH2:31]([NH:39][C:26]([N:17]1[CH2:16][CH2:15][C:12]2([C:11](=[O:20])[N:10]([C:7]3[CH:8]=[CH:9][C:4]([O:3][C:2]([F:1])([F:21])[F:22])=[CH:5][CH:6]=3)[CH2:14][CH2:13]2)[CH2:19][CH2:18]1)=[O:25])[CH2:32][C:33]1[CH:38]=[CH:37][CH:36]=[CH:35][CH:34]=1, predict the reactants needed to synthesize it. The reactants are: [F:1][C:2]([F:22])([F:21])[O:3][C:4]1[CH:9]=[CH:8][C:7]([N:10]2[CH2:14][CH2:13][C:12]3([CH2:19][CH2:18][NH:17][CH2:16][CH2:15]3)[C:11]2=[O:20])=[CH:6][CH:5]=1.O=C(Cl)[O:25][C:26](Cl)(Cl)Cl.[CH2:31]([NH2:39])[CH2:32][C:33]1[CH:38]=[CH:37][CH:36]=[CH:35][CH:34]=1. (9) Given the product [F:32][C:33]([F:50])([F:51])[O:34][C:35]1[CH:36]=[C:37]([CH:47]=[CH:48][CH:49]=1)[O:38][C:39]1[CH:40]=[CH:41][C:42]([CH2:43][NH:44][C:4](=[O:6])[C:3]2[CH:7]=[CH:8][CH:9]=[N:10][C:2]=2[NH2:1])=[CH:45][CH:46]=1, predict the reactants needed to synthesize it. The reactants are: [NH2:1][C:2]1[N:10]=[CH:9][CH:8]=[CH:7][C:3]=1[C:4]([OH:6])=O.ON1C2C=CC=CC=2N=N1.CCN=C=NCCCN(C)C.[F:32][C:33]([F:51])([F:50])[O:34][C:35]1[CH:36]=[C:37]([CH:47]=[CH:48][CH:49]=1)[O:38][C:39]1[CH:46]=[CH:45][C:42]([CH2:43][NH2:44])=[CH:41][CH:40]=1.C(=O)(O)[O-].[Na+].